From a dataset of Reaction yield outcomes from USPTO patents with 853,638 reactions. Predict the reaction yield, written as a fraction of the theoretical maximum amount of product (1.0 means a 100% yield; for example, 0.34 means a 34% yield). The catalyst is C1COCC1.C(OCC)(=O)C. The yield is 0.570. The reactants are [NH2:1][C:2]1[CH:7]=[CH:6][C:5]([F:8])=[CH:4][C:3]=1[OH:9].[N:10]1(C(N2C=CN=C2)=N)C=CN=[CH:11]1. The product is [F:8][C:5]1[CH:6]=[CH:7][C:2]2[N:1]=[C:11]([NH2:10])[O:9][C:3]=2[CH:4]=1.